From a dataset of Forward reaction prediction with 1.9M reactions from USPTO patents (1976-2016). Predict the product of the given reaction. (1) Given the reactants [CH3:1][N:2]1[C:10]2[CH:9]=[CH:8][CH:7]=[C:6]([OH:11])[C:5]=2[CH:4]=[N:3]1.[CH2:12]([O:14][C:15](=[O:19])[C:16]#[C:17][CH3:18])[CH3:13].C(=O)([O-])[O-].[K+].[K+], predict the reaction product. The product is: [CH2:12]([O:14][C:15](=[O:19])/[CH:16]=[C:17](/[O:11][C:6]1[CH:7]=[CH:8][CH:9]=[C:10]2[C:5]=1[CH:4]=[N:3][N:2]2[CH3:1])\[CH3:18])[CH3:13]. (2) Given the reactants B1(C)OC(C2C=CC=CC=2)(C2C=CC=CC=2)[C@H]2N1CCC2.B.O1CCCC1.[Br:28][C:29]1[CH:38]=[CH:37][C:32]([C:33](=[O:36])[CH2:34][Br:35])=[CH:31][CH:30]=1.Cl, predict the reaction product. The product is: [Br:35][CH2:34][C@H:33]([C:32]1[CH:37]=[CH:38][C:29]([Br:28])=[CH:30][CH:31]=1)[OH:36]. (3) Given the reactants [CH2:1]([C@@:4]1([C:20]2[CH:25]=[CH:24][CH:23]=[CH:22][CH:21]=2)[O:9][C:8](=[O:10])[N:7]([C@H](C2C=CC(Br)=CC=2)C)[CH2:6][CH2:5]1)[CH:2]=[CH2:3].[OH2:26], predict the reaction product. The product is: [O:26]=[C:2]([CH3:3])[CH2:1][C:4]1([C:20]2[CH:25]=[CH:24][CH:23]=[CH:22][CH:21]=2)[O:9][C:8](=[O:10])[NH:7][CH2:6][CH2:5]1. (4) Given the reactants [CH3:1][O:2][CH2:3][CH2:4][O:5][C:6]1[CH:7]=[CH:8][CH:9]=[C:10]2[C:15]=1[CH:14]=[C:13]([CH2:16][CH:17]([CH:20]([CH3:22])[CH3:21])[CH2:18]O)[CH:12]=[CH:11]2.C1(P(C2C=CC=CC=2)C2C=CC=CC=2)C=CC=CC=1.[Br:42]N1C(=O)CCC1=O, predict the reaction product. The product is: [Br:42][CH2:18][CH:17]([CH:20]([CH3:22])[CH3:21])[CH2:16][C:13]1[CH:14]=[C:15]2[C:10]([CH:9]=[CH:8][CH:7]=[C:6]2[O:5][CH2:4][CH2:3][O:2][CH3:1])=[CH:11][CH:12]=1.